Dataset: Full USPTO retrosynthesis dataset with 1.9M reactions from patents (1976-2016). Task: Predict the reactants needed to synthesize the given product. (1) Given the product [CH2:13]([CH:10]1[C:11]2[C:6](=[CH:5][CH:4]=[C:3]([CH2:2][NH:1][S:37]([CH2:35][CH3:36])(=[O:39])=[O:38])[CH:12]=2)[CH2:7][CH2:8][CH:9]1[NH:20][C:21](=[O:27])[O:22][C:23]([CH3:24])([CH3:26])[CH3:25])[C:14]1[CH:15]=[CH:16][CH:17]=[CH:18][CH:19]=1, predict the reactants needed to synthesize it. The reactants are: [NH2:1][CH2:2][C:3]1[CH:12]=[C:11]2[C:6]([CH2:7][CH2:8][CH:9]([NH:20][C:21](=[O:27])[O:22][C:23]([CH3:26])([CH3:25])[CH3:24])[CH:10]2[CH2:13][C:14]2[CH:19]=[CH:18][CH:17]=[CH:16][CH:15]=2)=[CH:5][CH:4]=1.C(N(CC)CC)C.[CH2:35]([S:37](Cl)(=[O:39])=[O:38])[CH3:36]. (2) Given the product [CH3:32][N:33]([C:21](=[N:22][S:36]([CH3:35])(=[O:38])=[O:37])[C:18]1[CH:17]=[CH:16][C:15]([N:11]2[CH2:12][CH2:13][C:14]3[C:6]([C:4]([NH2:42])=[O:5])=[N:7][N:8]([C:24]4[CH:25]=[CH:26][C:27]([O:30][CH3:31])=[CH:28][CH:29]=4)[C:9]=3[C:10]2=[O:23])=[CH:20][CH:19]=1)[CH3:34], predict the reactants needed to synthesize it. The reactants are: C(O[C:4]([C:6]1[C:14]2[CH2:13][CH2:12][N:11]([C:15]3[CH:20]=[CH:19][C:18]([C:21]#[N:22])=[CH:17][CH:16]=3)[C:10](=[O:23])[C:9]=2[N:8]([C:24]2[CH:29]=[CH:28][C:27]([O:30][CH3:31])=[CH:26][CH:25]=2)[N:7]=1)=[O:5])C.[CH3:32][NH:33][CH3:34].[CH3:35][S:36](Cl)(=[O:38])=[O:37].C([N:42](CC)CC)C.